The task is: Predict the reaction yield, written as a fraction of the theoretical maximum amount of product (1.0 means a 100% yield; for example, 0.34 means a 34% yield).. This data is from Reaction yield outcomes from USPTO patents with 853,638 reactions. The reactants are [N:1]1([CH2:7][CH2:8][OH:9])[CH2:6][CH2:5][NH:4][CH2:3][CH2:2]1.Cl[C:11]1[CH:20]=[C:19]([C:21]([NH:23][CH2:24][C@H:25]2[CH2:30][CH2:29][C@H:28]([CH2:31][NH:32][C:33](=[O:39])[O:34][C:35]([CH3:38])([CH3:37])[CH3:36])[CH2:27][CH2:26]2)=[O:22])[C:18]2[C:13](=[CH:14][CH:15]=[CH:16][CH:17]=2)[N:12]=1. The catalyst is N1C=CC=CC=1.C1COCC1.CS(C)=O. The product is [OH:9][CH2:8][CH2:7][N:1]1[CH2:6][CH2:5][N:4]([C:11]2[CH:20]=[C:19]([C:21]([NH:23][CH2:24][C@H:25]3[CH2:26][CH2:27][C@H:28]([CH2:31][NH:32][C:33](=[O:39])[O:34][C:35]([CH3:37])([CH3:36])[CH3:38])[CH2:29][CH2:30]3)=[O:22])[C:18]3[C:13](=[CH:14][CH:15]=[CH:16][CH:17]=3)[N:12]=2)[CH2:3][CH2:2]1. The yield is 0.510.